Dataset: Catalyst prediction with 721,799 reactions and 888 catalyst types from USPTO. Task: Predict which catalyst facilitates the given reaction. (1) Reactant: [N+:1]([C:4]1[CH:5]=[C:6]2[C:10](=[CH:11][CH:12]=1)[N:9]([CH2:13][C:14]1[CH:19]=[CH:18][CH:17]=[CH:16][N:15]=1)[N:8]=[CH:7]2)([O-])=O. Product: [N:15]1[CH:16]=[CH:17][CH:18]=[CH:19][C:14]=1[CH2:13][N:9]1[C:10]2[C:6](=[CH:5][C:4]([NH2:1])=[CH:12][CH:11]=2)[CH:7]=[N:8]1. The catalyst class is: 865. (2) Product: [CH:5]([C:8]1[CH:9]=[CH:10][C:11]([O:14][CH3:15])=[C:12]([C:16]([C:17]2[CH:22]=[CH:21][CH:20]=[CH:19][CH:18]=2)=[O:23])[CH:13]=1)([CH3:7])[CH3:6]. Reactant: [Cl-].[Al+3].[Cl-].[Cl-].[CH:5]([C:8]1[CH:13]=[CH:12][C:11]([O:14][CH3:15])=[CH:10][CH:9]=1)([CH3:7])[CH3:6].[C:16](Cl)(=[O:23])[C:17]1[CH:22]=[CH:21][CH:20]=[CH:19][CH:18]=1. The catalyst class is: 2. (3) Reactant: [Cl:1][C:2]1[N:3]=[CH:4][CH:5]=[C:6]2[CH:10]=[C:9]([CH:11]=O)[NH:8][C:7]=12.[CH2:13]([NH2:20])[C:14]1[CH:19]=[CH:18][CH:17]=[CH:16][CH:15]=1.[BH4-].[Na+]. Product: [ClH:1].[CH2:13]([NH:20][CH2:11][C:9]1[NH:8][C:7]2=[C:2]([Cl:1])[N:3]=[CH:4][CH:5]=[C:6]2[CH:10]=1)[C:14]1[CH:19]=[CH:18][CH:17]=[CH:16][CH:15]=1. The catalyst class is: 5.